From a dataset of Forward reaction prediction with 1.9M reactions from USPTO patents (1976-2016). Predict the product of the given reaction. (1) Given the reactants [CH3:1][N:2](C(ON1N=NC2C=CC=NC1=2)=[N+](C)C)C.F[P-](F)(F)(F)(F)F.[Br:25][C:26]1[CH:27]=[C:28]2[C:35]([C:36](O)=[O:37])=[C:34]([C:39]3[CH:44]=[CH:43][C:42]([F:45])=[CH:41][CH:40]=3)[O:33][C:29]2=[N:30][C:31]=1[Cl:32].Cl.CN.CCN(C(C)C)C(C)C, predict the reaction product. The product is: [Br:25][C:26]1[CH:27]=[C:28]2[C:35]([C:36]([NH:2][CH3:1])=[O:37])=[C:34]([C:39]3[CH:44]=[CH:43][C:42]([F:45])=[CH:41][CH:40]=3)[O:33][C:29]2=[N:30][C:31]=1[Cl:32]. (2) The product is: [CH2:4]([O:6][CH:7]([O:10][CH2:11][CH3:12])[C:8](=[NH:9])[NH:18][CH2:17][C:16]1[CH:19]=[CH:20][CH:21]=[C:14]([F:13])[CH:15]=1)[CH3:5]. Given the reactants C[O-].[Na+].[CH2:4]([O:6][CH:7]([O:10][CH2:11][CH3:12])[C:8]#[N:9])[CH3:5].[F:13][C:14]1[CH:15]=[C:16]([CH:19]=[CH:20][CH:21]=1)[CH2:17][NH2:18], predict the reaction product. (3) The product is: [OH:45][CH2:44][CH2:43][N:42]([CH3:41])[C:23](=[O:31])[NH:22][C:18]1[CH:17]=[C:16]([O:15][C:14]2[CH:32]=[CH:33][C:11]([NH:10][C:8]([C:5]3[C:4](=[O:34])[N:3]([C:35]4[CH:36]=[CH:37][CH:38]=[CH:39][CH:40]=4)[N:2]([CH3:1])[C:6]=3[CH3:7])=[O:9])=[CH:12][CH:13]=2)[CH:21]=[CH:20][N:19]=1. Given the reactants [CH3:1][N:2]1[C:6]([CH3:7])=[C:5]([C:8]([NH:10][C:11]2[CH:33]=[CH:32][C:14]([O:15][C:16]3[CH:21]=[CH:20][N:19]=[C:18]([NH:22][C:23](=[O:31])OC4C=CC=CC=4)[CH:17]=3)=[CH:13][CH:12]=2)=[O:9])[C:4](=[O:34])[N:3]1[C:35]1[CH:40]=[CH:39][CH:38]=[CH:37][CH:36]=1.[CH3:41][NH:42][CH2:43][CH2:44][OH:45], predict the reaction product. (4) Given the reactants [CH3:1][O:2][C:3]1[CH:8]=[C:7]([C:9]2[C:17]3[C:12](=[N:13][CH:14]=[C:15]([C:18]4[CH:19]=[C:20]([NH:24][C:25](=[O:28])[CH:26]=[CH2:27])[CH:21]=[CH:22][CH:23]=4)[CH:16]=3)[N:11](S(C3C=CC(C)=CC=3)(=O)=O)[CH:10]=2)[CH:6]=[CH:5][N:4]=1.[OH-].[Li+], predict the reaction product. The product is: [CH3:1][O:2][C:3]1[CH:8]=[C:7]([C:9]2[C:17]3[C:12](=[N:13][CH:14]=[C:15]([C:18]4[CH:19]=[C:20]([NH:24][C:25](=[O:28])[CH:26]=[CH2:27])[CH:21]=[CH:22][CH:23]=4)[CH:16]=3)[NH:11][CH:10]=2)[CH:6]=[CH:5][N:4]=1. (5) Given the reactants Cl[C:2]1[CH:17]=[C:16]([CH:18]([CH3:20])[CH3:19])[C:5]([C:6]([NH:8][CH2:9][CH:10]2[CH2:15][CH2:14][O:13][CH2:12][CH2:11]2)=[O:7])=[CH:4][N:3]=1.[CH3:21][C:22]1[CH:28]=[CH:27][C:25]([NH2:26])=[CH:24][C:23]=1[C:29]([F:32])([F:31])[F:30], predict the reaction product. The product is: [CH3:21][C:22]1[CH:28]=[CH:27][C:25]([NH:26][C:2]2[CH:17]=[C:16]([CH:18]([CH3:20])[CH3:19])[C:5]([C:6]([NH:8][CH2:9][CH:10]3[CH2:15][CH2:14][O:13][CH2:12][CH2:11]3)=[O:7])=[CH:4][N:3]=2)=[CH:24][C:23]=1[C:29]([F:30])([F:31])[F:32]. (6) The product is: [Cl:5][C:6]1[CH:11]=[CH:10][C:9]([O:12][CH3:13])=[C:8]([CH:7]=1)[CH2:15][C:16]1[O:20][C:19]([C:21]([O:23][CH2:24][CH3:25])=[O:22])=[CH:18][CH:17]=1. Given the reactants [Cl-].[Al+3].[Cl-].[Cl-].[Cl:5][C:6]1[CH:11]=[CH:10][C:9]([O:12][CH3:13])=[CH:8][CH:7]=1.Cl[CH2:15][C:16]1[O:20][C:19]([C:21]([O:23][CH2:24][CH3:25])=[O:22])=[CH:18][CH:17]=1, predict the reaction product.